Task: Regression. Given two drug SMILES strings and cell line genomic features, predict the synergy score measuring deviation from expected non-interaction effect.. Dataset: NCI-60 drug combinations with 297,098 pairs across 59 cell lines (1) Drug 1: CN(C(=O)NC(C=O)C(C(C(CO)O)O)O)N=O. Drug 2: CC1=C(C(=O)C2=C(C1=O)N3CC4C(C3(C2COC(=O)N)OC)N4)N. Cell line: SW-620. Synergy scores: CSS=29.2, Synergy_ZIP=-4.51, Synergy_Bliss=-2.03, Synergy_Loewe=-14.0, Synergy_HSA=-1.28. (2) Drug 1: CC12CCC3C(C1CCC2=O)CC(=C)C4=CC(=O)C=CC34C. Drug 2: C1=NNC2=C1C(=O)NC=N2. Cell line: IGROV1. Synergy scores: CSS=27.1, Synergy_ZIP=-0.935, Synergy_Bliss=2.79, Synergy_Loewe=-20.0, Synergy_HSA=2.58. (3) Drug 1: C1=C(C(=O)NC(=O)N1)N(CCCl)CCCl. Drug 2: C1CCC(C(C1)N)N.C(=O)(C(=O)[O-])[O-].[Pt+4]. Cell line: NCI-H522. Synergy scores: CSS=28.2, Synergy_ZIP=-6.65, Synergy_Bliss=-6.87, Synergy_Loewe=-2.82, Synergy_HSA=-2.47. (4) Drug 2: C(CCl)NC(=O)N(CCCl)N=O. Drug 1: C1=CC=C(C=C1)NC(=O)CCCCCCC(=O)NO. Cell line: CAKI-1. Synergy scores: CSS=34.3, Synergy_ZIP=-10.0, Synergy_Bliss=-2.03, Synergy_Loewe=0.441, Synergy_HSA=-0.454. (5) Drug 1: C1C(C(OC1N2C=NC(=NC2=O)N)CO)O. Drug 2: COCCOC1=C(C=C2C(=C1)C(=NC=N2)NC3=CC=CC(=C3)C#C)OCCOC.Cl. Cell line: COLO 205. Synergy scores: CSS=32.5, Synergy_ZIP=-3.98, Synergy_Bliss=-0.889, Synergy_Loewe=-16.9, Synergy_HSA=-1.83. (6) Drug 1: CC(C1=C(C=CC(=C1Cl)F)Cl)OC2=C(N=CC(=C2)C3=CN(N=C3)C4CCNCC4)N. Drug 2: CS(=O)(=O)C1=CC(=C(C=C1)C(=O)NC2=CC(=C(C=C2)Cl)C3=CC=CC=N3)Cl. Cell line: COLO 205. Synergy scores: CSS=4.76, Synergy_ZIP=-0.368, Synergy_Bliss=-0.0840, Synergy_Loewe=-14.9, Synergy_HSA=-7.56. (7) Drug 1: CN1C(=O)N2C=NC(=C2N=N1)C(=O)N. Drug 2: CC1CCC2CC(C(=CC=CC=CC(CC(C(=O)C(C(C(=CC(C(=O)CC(OC(=O)C3CCCCN3C(=O)C(=O)C1(O2)O)C(C)CC4CCC(C(C4)OC)OCCO)C)C)O)OC)C)C)C)OC. Cell line: IGROV1. Synergy scores: CSS=-6.92, Synergy_ZIP=1.33, Synergy_Bliss=-6.79, Synergy_Loewe=-103, Synergy_HSA=-12.1. (8) Drug 1: C1=CC(=CC=C1CCC2=CNC3=C2C(=O)NC(=N3)N)C(=O)NC(CCC(=O)O)C(=O)O. Drug 2: CC1C(C(CC(O1)OC2CC(CC3=C2C(=C4C(=C3O)C(=O)C5=C(C4=O)C(=CC=C5)OC)O)(C(=O)CO)O)N)O.Cl. Cell line: ACHN. Synergy scores: CSS=53.3, Synergy_ZIP=-4.12, Synergy_Bliss=-4.35, Synergy_Loewe=-13.6, Synergy_HSA=3.27.